This data is from Peptide-MHC class I binding affinity with 185,985 pairs from IEDB/IMGT. The task is: Regression. Given a peptide amino acid sequence and an MHC pseudo amino acid sequence, predict their binding affinity value. This is MHC class I binding data. (1) The peptide sequence is FPDGKPFTL. The MHC is HLA-A03:01 with pseudo-sequence HLA-A03:01. The binding affinity (normalized) is 0.0847. (2) The peptide sequence is SLIKFISDNK. The MHC is HLA-A68:01 with pseudo-sequence HLA-A68:01. The binding affinity (normalized) is 0.608. (3) The peptide sequence is FQVDCFLWHV. The MHC is HLA-A02:01 with pseudo-sequence HLA-A02:01. The binding affinity (normalized) is 1.00. (4) The peptide sequence is CMYYFLHYYI. The MHC is Mamu-B01 with pseudo-sequence Mamu-B01. The binding affinity (normalized) is 0.0730. (5) The peptide sequence is NTDEIPELI. The MHC is HLA-A03:01 with pseudo-sequence HLA-A03:01. The binding affinity (normalized) is 0.0847. (6) The peptide sequence is LLNSMMNRDK. The MHC is HLA-A68:01 with pseudo-sequence HLA-A68:01. The binding affinity (normalized) is 0.